Dataset: Full USPTO retrosynthesis dataset with 1.9M reactions from patents (1976-2016). Task: Predict the reactants needed to synthesize the given product. (1) The reactants are: [Cl:1][C:2]1[CH:10]=[CH:9][CH:8]=[C:7]([O:11][CH:12]([F:14])[F:13])[C:3]=1[C:4]([OH:6])=O.CN(C)C=O.C(Cl)(=O)C(Cl)=O.[NH2:26][C:27]1[N:31]([C:32]2[CH:37]=[CH:36][C:35]([F:38])=[CH:34][CH:33]=2)[N:30]=[CH:29][C:28]=1[C:39]([NH:41][CH2:42][C:43]([CH2:49][NH2:50])([OH:48])[C:44]([F:47])([F:46])[F:45])=[O:40]. Given the product [NH2:26][C:27]1[N:31]([C:32]2[CH:33]=[CH:34][C:35]([F:38])=[CH:36][CH:37]=2)[N:30]=[CH:29][C:28]=1[C:39]([NH:41][CH2:42][C:43]([CH2:49][NH:50][C:4]([C:3]1[C:7]([O:11][CH:12]([F:14])[F:13])=[CH:8][CH:9]=[CH:10][C:2]=1[Cl:1])=[O:6])([OH:48])[C:44]([F:47])([F:46])[F:45])=[O:40], predict the reactants needed to synthesize it. (2) Given the product [Cl:1][C:2]1[CH:3]=[C:4]([CH:9]2[C:18]([C:19]([O:21][CH3:22])=[O:20])=[CH:17][C:16]3[C:11](=[CH:12][CH:13]=[CH:14][CH:15]=3)[O:10]2)[CH:5]=[CH:6][C:7]=1[Cl:8], predict the reactants needed to synthesize it. The reactants are: [Cl:1][C:2]1[CH:3]=[C:4]([CH:9]2[CH:18]([C:19]([O:21][CH3:22])=[O:20])[CH:17](O)[C:16]3[C:11](=[CH:12][CH:13]=[CH:14][CH:15]=3)[O:10]2)[CH:5]=[CH:6][C:7]=1[Cl:8].O.C1(C)C=CC(S(O)(=O)=O)=CC=1. (3) Given the product [CH3:27][O:26][C:21]1[CH:22]=[CH:23][CH:24]=[CH:25][C:20]=1[CH2:19][O:18][CH2:17][CH2:16][CH2:15][O:14][C:11]1[CH:12]=[CH:13][C:8]([CH:7]2[CH2:6][CH2:5][N:4]([C:28]([O:30][C:31]([CH3:34])([CH3:33])[CH3:32])=[O:29])[CH2:3][CH:2]2[O:1][CH2:36][C:37]2[CH:42]=[CH:41][CH:40]=[C:39]([O:43][CH3:44])[C:38]=2[O:45][CH2:46][CH2:47][O:48][CH3:49])=[CH:9][CH:10]=1, predict the reactants needed to synthesize it. The reactants are: [OH:1][CH:2]1[CH:7]([C:8]2[CH:13]=[CH:12][C:11]([O:14][CH2:15][CH2:16][CH2:17][O:18][CH2:19][C:20]3[CH:25]=[CH:24][CH:23]=[CH:22][C:21]=3[O:26][CH3:27])=[CH:10][CH:9]=2)[CH2:6][CH2:5][N:4]([C:28]([O:30][C:31]([CH3:34])([CH3:33])[CH3:32])=[O:29])[CH2:3]1.Cl[CH2:36][C:37]1[CH:42]=[CH:41][CH:40]=[C:39]([O:43][CH3:44])[C:38]=1[O:45][CH2:46][CH2:47][O:48][CH3:49]. (4) Given the product [CH3:1][C:2]1[C:7]2[CH2:8][O:9][C@@H:10]3[C@H:14]([C:6]=2[CH:5]=[C:4]([CH3:28])[CH:3]=1)[CH2:13][N:12]([C:15]([O:17][CH2:18][CH3:19])=[O:16])[CH2:11]3, predict the reactants needed to synthesize it. The reactants are: [CH3:1][C:2]1[C:7]2[CH2:8][O:9][C@@H:10]3[C@H:14]([C:6]=2[CH:5]=[C:4](OS(C(F)(F)F)(=O)=O)[CH:3]=1)[CH2:13][N:12]([C:15]([O:17][CH2:18][CH3:19])=[O:16])[CH2:11]3.[CH3:28]B1OB(C)OB(C)O1.C(=O)([O-])[O-].[K+].[K+]. (5) Given the product [CH:19]1([NH:22][C:2]2[CH:3]=[C:4]([CH:7]=[CH:8][C:9]=2[N+:10]([O-:12])=[O:11])[C:5]#[N:6])[CH2:21][CH2:20]1, predict the reactants needed to synthesize it. The reactants are: F[C:2]1[CH:3]=[C:4]([CH:7]=[CH:8][C:9]=1[N+:10]([O-:12])=[O:11])[C:5]#[N:6].C([O-])([O-])=O.[K+].[K+].[CH:19]1([NH2:22])[CH2:21][CH2:20]1. (6) Given the product [NH2:1][C:2]1[CH:3]=[CH:4][C:5]([CH2:8][CH2:9][CH2:10][OH:11])=[CH:6][CH:7]=1, predict the reactants needed to synthesize it. The reactants are: [NH2:1][C:2]1[CH:7]=[CH:6][C:5]([CH2:8][CH2:9][C:10](O)=[O:11])=[CH:4][CH:3]=1.[H-].[Al+3].[Li+].[H-].[H-].[H-].